The task is: Regression. Given a peptide amino acid sequence and an MHC pseudo amino acid sequence, predict their binding affinity value. This is MHC class II binding data.. This data is from Peptide-MHC class II binding affinity with 134,281 pairs from IEDB. (1) The peptide sequence is KALWIIFSQNMNIKL. The MHC is DRB1_1501 with pseudo-sequence DRB1_1501. The binding affinity (normalized) is 0.412. (2) The peptide sequence is AAIAAAKAAARAA. The MHC is H-2-IEk with pseudo-sequence H-2-IEk. The binding affinity (normalized) is 0.476. (3) The peptide sequence is GKSTRSTTDSGKVIP. The MHC is DRB3_0202 with pseudo-sequence DRB3_0202. The binding affinity (normalized) is 0. (4) The peptide sequence is GIKQLQARVLAVERYLK. The MHC is DRB1_1201 with pseudo-sequence DRB1_1201. The binding affinity (normalized) is 0.808. (5) The MHC is HLA-DQA10102-DQB10602 with pseudo-sequence HLA-DQA10102-DQB10602. The binding affinity (normalized) is 0.176. The peptide sequence is AWASACGGTGKNTIV.